From a dataset of Peptide-MHC class II binding affinity with 134,281 pairs from IEDB. Regression. Given a peptide amino acid sequence and an MHC pseudo amino acid sequence, predict their binding affinity value. This is MHC class II binding data. (1) The peptide sequence is KGSNDHYLALLVKYA. The MHC is DRB1_0401 with pseudo-sequence DRB1_0401. The binding affinity (normalized) is 0.380. (2) The peptide sequence is QQSLYQNADTYVFVGS. The MHC is DRB1_0401 with pseudo-sequence DRB1_0401. The binding affinity (normalized) is 0.124. (3) The peptide sequence is VVLGLATSPTAEGGK. The binding affinity (normalized) is 0.572. The MHC is DRB1_1001 with pseudo-sequence DRB1_1001. (4) The peptide sequence is KRVSNVIIHGLHLYG. The MHC is HLA-DQA10102-DQB10602 with pseudo-sequence HLA-DQA10102-DQB10602. The binding affinity (normalized) is 0.547. (5) The peptide sequence is SQDLELSWNINGLQAY. The MHC is HLA-DQA10301-DQB10302 with pseudo-sequence HLA-DQA10301-DQB10302. The binding affinity (normalized) is 0.768. (6) The peptide sequence is QEPFKNLKTGKYAKM. The MHC is H-2-IAb with pseudo-sequence H-2-IAb. The binding affinity (normalized) is 0.104.